This data is from NCI-60 drug combinations with 297,098 pairs across 59 cell lines. The task is: Regression. Given two drug SMILES strings and cell line genomic features, predict the synergy score measuring deviation from expected non-interaction effect. Drug 1: CC12CCC3C(C1CCC2=O)CC(=C)C4=CC(=O)C=CC34C. Drug 2: CC1=C(C=C(C=C1)C(=O)NC2=CC(=CC(=C2)C(F)(F)F)N3C=C(N=C3)C)NC4=NC=CC(=N4)C5=CN=CC=C5. Cell line: SK-MEL-5. Synergy scores: CSS=16.4, Synergy_ZIP=0.521, Synergy_Bliss=1.27, Synergy_Loewe=-1.97, Synergy_HSA=-0.754.